This data is from CYP3A4 inhibition data for predicting drug metabolism from PubChem BioAssay. The task is: Regression/Classification. Given a drug SMILES string, predict its absorption, distribution, metabolism, or excretion properties. Task type varies by dataset: regression for continuous measurements (e.g., permeability, clearance, half-life) or binary classification for categorical outcomes (e.g., BBB penetration, CYP inhibition). Dataset: cyp3a4_veith. (1) The drug is C#C[C@@]1(O)CC[C@@H]2[C@@H]3CCC4=CC(=O)CC[C@@]4(C)[C@H]3CC[C@]21C. The result is 0 (non-inhibitor). (2) The molecule is CC(C)(C)C1CCc2c(C(=O)N/N=C/c3cccs3)csc2C1. The result is 0 (non-inhibitor).